From a dataset of Full USPTO retrosynthesis dataset with 1.9M reactions from patents (1976-2016). Predict the reactants needed to synthesize the given product. (1) Given the product [NH2:17][C:18]1[N:19]=[CH:20][C:21]([C:14]#[C:13][CH2:12][NH:11][C:9](=[O:10])[CH2:8][O:7][CH2:6][C:5]2[CH:4]=[CH:3][C:2]([F:1])=[CH:16][CH:15]=2)=[CH:22][CH:23]=1, predict the reactants needed to synthesize it. The reactants are: [F:1][C:2]1[CH:16]=[CH:15][C:5]([CH2:6][O:7][CH2:8][C:9]([NH:11][CH2:12][C:13]#[CH:14])=[O:10])=[CH:4][CH:3]=1.[NH2:17][C:18]1[CH:23]=[CH:22][C:21](I)=[CH:20][N:19]=1.C(NCC)C. (2) Given the product [NH2:19][CH:17]([C:14]1[CH:15]=[CH:16][C:11]([NH:10][C:7]2[CH:8]=[CH:9][C:4]([O:3][CH:2]([F:1])[F:21])=[CH:5][CH:6]=2)=[CH:12][CH:13]=1)[CH3:18], predict the reactants needed to synthesize it. The reactants are: [F:1][CH:2]([F:21])[O:3][C:4]1[CH:9]=[CH:8][C:7]([NH:10][C:11]2[CH:16]=[CH:15][C:14](/[C:17](=[N:19]\O)/[CH3:18])=[CH:13][CH:12]=2)=[CH:6][CH:5]=1.[H][H]. (3) Given the product [N:20]([CH2:19][C:15]1[N:14]=[C:13]([CH2:12][N:34]([CH2:33][C:23]2[C:32]3[C:27](=[CH:28][CH:29]=[CH:30][CH:31]=3)[CH:26]=[CH:25][CH:24]=2)[CH2:35][C:36]([O:38][CH2:39][CH2:40][Si:41]([CH3:44])([CH3:43])[CH3:42])=[O:37])[CH:18]=[CH:17][CH:16]=1)=[N+:21]=[N-:22], predict the reactants needed to synthesize it. The reactants are: CC1C=CC(S(O[CH2:12][C:13]2[CH:18]=[CH:17][CH:16]=[C:15]([CH2:19][N:20]=[N+:21]=[N-:22])[N:14]=2)(=O)=O)=CC=1.[C:23]1([CH2:33][NH:34][CH2:35][C:36]([O:38][CH2:39][CH2:40][Si:41]([CH3:44])([CH3:43])[CH3:42])=[O:37])[C:32]2[C:27](=[CH:28][CH:29]=[CH:30][CH:31]=2)[CH:26]=[CH:25][CH:24]=1.C(=O)([O-])[O-].[Na+].[Na+].O.